From a dataset of Forward reaction prediction with 1.9M reactions from USPTO patents (1976-2016). Predict the product of the given reaction. (1) The product is: [Cl:1][C:2]1[CH:3]=[CH:4][C:5]([O:30][CH3:31])=[C:6]([C:8]2[C:12]([NH:13][C:14]([C:16]3[CH:17]=[N:18][N:19]4[CH:24]=[CH:23][CH:22]=[N:21][C:20]=34)=[O:15])=[CH:11][N:10]([CH:25]([F:29])[C:26]([NH:35][CH:32]3[CH2:34][CH2:33]3)=[O:28])[N:9]=2)[CH:7]=1. Given the reactants [Cl:1][C:2]1[CH:3]=[CH:4][C:5]([O:30][CH3:31])=[C:6]([C:8]2[C:12]([NH:13][C:14]([C:16]3[CH:17]=[N:18][N:19]4[CH:24]=[CH:23][CH:22]=[N:21][C:20]=34)=[O:15])=[CH:11][N:10]([CH:25]([F:29])[C:26]([OH:28])=O)[N:9]=2)[CH:7]=1.[CH:32]1([NH2:35])[CH2:34][CH2:33]1.F[P-](F)(F)(F)(F)F.N1(O[P+](N2CCCC2)(N2CCCC2)N2CCCC2)C2N=CC=CC=2N=N1, predict the reaction product. (2) The product is: [CH3:18][C:16]1[CH:15]=[CH:14][C:12]2[N:13]=[C:9]([NH:8][C:6]3[CH:5]=[C:4]([CH2:19][C:20]4[CH:25]=[CH:24][CH:23]=[CH:22][CH:21]=4)[N:3]=[C:2]([NH:26][C@H:27]4[CH2:32][CH2:31][C@H:30]([OH:33])[CH2:29][CH2:28]4)[N:7]=3)[S:10][C:11]=2[CH:17]=1. Given the reactants F[C:2]1[N:7]=[C:6]([NH:8][C:9]2[S:10][C:11]3[CH:17]=[C:16]([CH3:18])[CH:15]=[CH:14][C:12]=3[N:13]=2)[CH:5]=[C:4]([CH2:19][C:20]2[CH:25]=[CH:24][CH:23]=[CH:22][CH:21]=2)[N:3]=1.[NH2:26][C@H:27]1[CH2:32][CH2:31][C@H:30]([OH:33])[CH2:29][CH2:28]1.C(N(C(C)C)C(C)C)C, predict the reaction product. (3) The product is: [CH3:3][N:2]([CH3:1])[CH2:4][CH:5]1[CH2:14][C:13]2[C:8](=[CH:9][C:10]([N:15]3[CH2:26][C:25]4[C:31](=[CH:32][CH:33]=[C:23]([O:16][C:17]5[CH:18]=[CH:19][CH:20]=[CH:21][CH:22]=5)[CH:24]=4)[CH2:34]3)=[CH:11][CH:12]=2)[O:7][CH2:6]1. Given the reactants [CH3:1][N:2]([CH2:4][CH:5]1[CH2:14][C:13]2[C:8](=[CH:9][C:10]([NH2:15])=[CH:11][CH:12]=2)[O:7][CH2:6]1)[CH3:3].[O:16]([C:23]1[CH:33]=[CH:32][CH:31]=[C:25]2[C:26](OC(=O)[C:24]=12)=O)[C:17]1[CH:22]=[CH:21][CH:20]=[CH:19][CH:18]=1.[CH:34](N(C(C)C)CCOC1C=CC(N)=CC=1OC)(C)C, predict the reaction product. (4) Given the reactants C([Si](C)(C)[O:6][CH2:7][C@@H:8]1[C@@H:13]([O:14][CH2:15][C:16]2[CH:21]=[CH:20][CH:19]=[CH:18][CH:17]=2)[C@H:12]([O:22][CH2:23][C:24]2[CH:29]=[CH:28][CH:27]=[CH:26][CH:25]=2)[C@@H:11]([O:30][CH2:31][C:32]2[CH:37]=[CH:36][CH:35]=[CH:34][CH:33]=2)[C:10]([C:40]2[CH:45]=[CH:44][C:43]([CH:46]3[CH2:48][CH2:47]3)=[C:42]([CH2:49][C:50]3[CH:59]=[CH:58][C:53]4[O:54][CH2:55][CH2:56][O:57][C:52]=4[CH:51]=3)[CH:41]=2)([O:38][CH3:39])[O:9]1)(C)(C)C.C(Cl)(C)=O, predict the reaction product. The product is: [CH2:15]([O:14][C@H:13]1[C@H:12]([O:22][CH2:23][C:24]2[CH:29]=[CH:28][CH:27]=[CH:26][CH:25]=2)[C@@H:11]([O:30][CH2:31][C:32]2[CH:33]=[CH:34][CH:35]=[CH:36][CH:37]=2)[C:10]([C:40]2[CH:45]=[CH:44][C:43]([CH:46]3[CH2:48][CH2:47]3)=[C:42]([CH2:49][C:50]3[CH:59]=[CH:58][C:53]4[O:54][CH2:55][CH2:56][O:57][C:52]=4[CH:51]=3)[CH:41]=2)([O:38][CH3:39])[O:9][C@@H:8]1[CH2:7][OH:6])[C:16]1[CH:17]=[CH:18][CH:19]=[CH:20][CH:21]=1. (5) The product is: [CH3:28][C:27]1[CH:29]=[CH:30][C:24]([S:21]([O:20][CH2:19][C:2]2([OH:1])[C:6](=[O:7])[O:5][C@H:4]3[C:8]4[C@@:13]([CH3:16])([CH2:14][CH2:15][C:3]23[OH:18])[CH2:12][CH2:11][CH2:10][C:9]=4[CH3:17])(=[O:23])=[O:22])=[CH:25][CH:26]=1. Given the reactants [OH:1][C:2]1([CH2:19][OH:20])[C:6](=[O:7])[O:5][C@H:4]2[C:8]3[C@@:13]([CH3:16])([CH2:14][CH2:15][C:3]12[OH:18])[CH2:12][CH2:11][CH2:10][C:9]=3[CH3:17].[S:21](Cl)([C:24]1[CH:30]=[CH:29][C:27]([CH3:28])=[CH:26][CH:25]=1)(=[O:23])=[O:22].N1C=CC=CC=1, predict the reaction product. (6) Given the reactants [Cl:1][C:2]1[C:3]([CH2:10]Cl)=[N:4][CH:5]=[C:6]([O:8][CH3:9])[N:7]=1.[F:12][C:13]1[CH:18]=[CH:17][CH:16]=[C:15]([C:19]2[NH:20][CH:21]=[CH:22][N:23]=2)[N:14]=1.C([O-])([O-])=O.[K+].[K+], predict the reaction product. The product is: [Cl:1][C:2]1[C:3]([CH2:10][N:23]2[CH:22]=[CH:21][N:20]=[C:19]2[C:15]2[CH:16]=[CH:17][CH:18]=[C:13]([F:12])[N:14]=2)=[N:4][CH:5]=[C:6]([O:8][CH3:9])[N:7]=1. (7) The product is: [C:1]([C:5]1[CH:6]=[CH:7][C:8]([CH2:9][NH:10][C:21](=[O:22])[CH:20]([C:24]2[CH:33]=[CH:32][CH:31]=[C:30]3[C:25]=2[CH:26]=[CH:27][N:28]=[CH:29]3)[CH2:19][C:18]([O:17][C:13]([CH3:16])([CH3:15])[CH3:14])=[O:34])=[CH:11][CH:12]=1)([CH3:4])([CH3:2])[CH3:3]. Given the reactants [C:1]([C:5]1[CH:12]=[CH:11][C:8]([CH2:9][NH2:10])=[CH:7][CH:6]=1)([CH3:4])([CH3:3])[CH3:2].[C:13]([O:17][C:18](=[O:34])[CH2:19][CH:20]([C:24]1[CH:33]=[CH:32][CH:31]=[C:30]2[C:25]=1[CH:26]=[CH:27][N:28]=[CH:29]2)[C:21](O)=[O:22])([CH3:16])([CH3:15])[CH3:14].C1C2C(=C(CC(O)=O)C=CC=2)C=CN=1, predict the reaction product. (8) Given the reactants [C:1]([O:5][C:6]([N:8]1[CH2:12][CH2:11][CH:10]([OH:13])[CH2:9]1)=[O:7])([CH3:4])([CH3:3])[CH3:2].[H-].[Na+].I[CH3:17], predict the reaction product. The product is: [C:1]([O:5][C:6]([N:8]1[CH2:12][CH2:11][CH:10]([O:13][CH3:17])[CH2:9]1)=[O:7])([CH3:4])([CH3:2])[CH3:3]. (9) Given the reactants [C:1]([O:5][C:6]([N:8]1[C@@H:13]([C@@H:14]([OH:35])[C@@H:15]([NH:31][C:32](=[O:34])[CH3:33])[CH2:16][C:17]2[CH:22]=[CH:21][CH:20]=[C:19]([O:23]CC3C=CC=CC=3)[CH:18]=2)[CH2:12][O:11][C@@H:10]([O:36][CH2:37][C:38]2([CH3:43])[CH2:42][CH2:41][CH2:40][CH2:39]2)[CH2:9]1)=[O:7])([CH3:4])([CH3:3])[CH3:2].[H][H], predict the reaction product. The product is: [C:1]([O:5][C:6]([N:8]1[C@@H:13]([C@@H:14]([OH:35])[C@@H:15]([NH:31][C:32](=[O:34])[CH3:33])[CH2:16][C:17]2[CH:22]=[CH:21][CH:20]=[C:19]([OH:23])[CH:18]=2)[CH2:12][O:11][C@@H:10]([O:36][CH2:37][C:38]2([CH3:43])[CH2:39][CH2:40][CH2:41][CH2:42]2)[CH2:9]1)=[O:7])([CH3:2])([CH3:3])[CH3:4]. (10) Given the reactants [C:1]1([C:7]2[C:8](O)=[N:9][C:10]3[C:15]([CH:16]=2)=[N:14][CH:13]=[CH:12][CH:11]=3)[CH:6]=[CH:5][CH:4]=[CH:3][CH:2]=1.O=P(Cl)(Cl)[Cl:20], predict the reaction product. The product is: [Cl:20][C:8]1[C:7]([C:1]2[CH:6]=[CH:5][CH:4]=[CH:3][CH:2]=2)=[CH:16][C:15]2[C:10](=[CH:11][CH:12]=[CH:13][N:14]=2)[N:9]=1.